This data is from Full USPTO retrosynthesis dataset with 1.9M reactions from patents (1976-2016). The task is: Predict the reactants needed to synthesize the given product. Given the product [CH:28]1([CH2:27][N:15]([C:16]2[CH:21]=[CH:20][CH:19]=[C:18]([NH:22][S:23]([CH3:26])(=[O:25])=[O:24])[CH:17]=2)[C:13](=[O:14])[NH:12][C:10]2[S:11][C:7]([S:6][CH2:5][C:4]([OH:33])=[O:3])=[CH:8][N:9]=2)[CH2:32][CH2:31][CH2:30][CH2:29]1, predict the reactants needed to synthesize it. The reactants are: C([O:3][C:4](=[O:33])[CH2:5][S:6][C:7]1[S:11][C:10]([NH:12][C:13]([N:15]([CH2:27][CH:28]2[CH2:32][CH2:31][CH2:30][CH2:29]2)[C:16]2[CH:21]=[CH:20][CH:19]=[C:18]([NH:22][S:23]([CH3:26])(=[O:25])=[O:24])[CH:17]=2)=[O:14])=[N:9][CH:8]=1)C.C1(CN(C2C=CC(F)=C(F)C=2)C(=O)NC2SC=C(CC(O)=O)N=2)CCCC1.NC1C=C(NS(C)(=O)=O)C=CC=1.C1(C=O)CCCC1.C(OC(=O)CSC1SC(N)=NC=1)C.